Dataset: Forward reaction prediction with 1.9M reactions from USPTO patents (1976-2016). Task: Predict the product of the given reaction. (1) Given the reactants [Cl:1][C:2]1[N:7]=[C:6]([CH2:8][C:9]([C:11]2[CH:12]=[CH:13][C:14]([F:29])=[C:15]([NH:17][S:18]([C:21]3[C:26]([F:27])=[CH:25][CH:24]=[CH:23][C:22]=3[F:28])(=[O:20])=[O:19])[CH:16]=2)=O)[CH:5]=[CH:4][N:3]=1.C1C(=O)N(Br)C(=O)C1.[N:38]1([C:43](=[S:45])[NH2:44])[CH2:42][CH2:41][CH2:40][CH2:39]1, predict the reaction product. The product is: [Cl:1][C:2]1[N:7]=[C:6]([C:8]2[S:45][C:43]([N:38]3[CH2:42][CH2:41][CH2:40][CH2:39]3)=[N:44][C:9]=2[C:11]2[CH:12]=[CH:13][C:14]([F:29])=[C:15]([NH:17][S:18]([C:21]3[C:26]([F:27])=[CH:25][CH:24]=[CH:23][C:22]=3[F:28])(=[O:20])=[O:19])[CH:16]=2)[CH:5]=[CH:4][N:3]=1. (2) The product is: [CH:22]1([C:21]2[O:20][N:19]=[C:18]([C:25]3[C:30]([Cl:31])=[CH:29][CH:28]=[CH:27][C:26]=3[Cl:32])[C:17]=2[CH2:16][O:14][C:2]2([CH3:1])[CH2:3][C@H:4]3[C:9]4([O:10][CH2:11][CH2:12][O:13]4)[C@H:7]([CH2:6][CH2:5]3)[CH2:8]2)[CH2:24][CH2:23]1. Given the reactants [CH3:1][C:2]1([OH:14])[CH2:8][C@H:7]2[C:9]3([O:13][CH2:12][CH2:11][O:10]3)[C@H:4]([CH2:5][CH2:6]2)[CH2:3]1.Cl[CH2:16][C:17]1[C:18]([C:25]2[C:30]([Cl:31])=[CH:29][CH:28]=[CH:27][C:26]=2[Cl:32])=[N:19][O:20][C:21]=1[CH:22]1[CH2:24][CH2:23]1, predict the reaction product. (3) Given the reactants [C:1]([C:6]1[CH:7]=[N:8][C:9]2[C:14]([C:15]=1[NH:16][C:17]1[CH:18]=[CH:19][C:20]([N:23]3[CH2:28][CH2:27][N:26](C(OC(C)(C)C)=O)[CH2:25][CH2:24]3)=[N:21][CH:22]=1)=[CH:13][C:12]([C:36]1[CH:41]=[C:40]([F:42])[C:39]([OH:43])=[C:38]([Cl:44])[CH:37]=1)=[CH:11][CH:10]=2)(=[O:5])[CH2:2][CH2:3][CH3:4].C(O)(C(F)(F)F)=O, predict the reaction product. The product is: [Cl:44][C:38]1[CH:37]=[C:36]([C:12]2[CH:13]=[C:14]3[C:9](=[CH:10][CH:11]=2)[N:8]=[CH:7][C:6]([C:1](=[O:5])[CH2:2][CH2:3][CH3:4])=[C:15]3[NH:16][C:17]2[CH:22]=[N:21][C:20]([N:23]3[CH2:24][CH2:25][NH:26][CH2:27][CH2:28]3)=[CH:19][CH:18]=2)[CH:41]=[C:40]([F:42])[C:39]=1[OH:43]. (4) Given the reactants [CH2:1]([C:3]1[N:4]=[C:5]([N:18]2[CH2:23][CH2:22][CH2:21][CH2:20][CH2:19]2)[NH:6][C:7](=O)[C:8]=1[CH:9]([CH2:14][CH2:15][CH3:16])[C:10]([O:12][CH3:13])=[O:11])[CH3:2].P(Cl)(Cl)([Cl:26])=O.CN(C)C1C=CC=CC=1, predict the reaction product. The product is: [Cl:26][C:7]1[C:8]([CH:9]([CH2:14][CH2:15][CH3:16])[C:10]([O:12][CH3:13])=[O:11])=[C:3]([CH2:1][CH3:2])[N:4]=[C:5]([N:18]2[CH2:23][CH2:22][CH2:21][CH2:20][CH2:19]2)[N:6]=1. (5) Given the reactants [CH2:1]([O:3][C:4]([C:6]1[CH:7]=[N:8][C:9]2[C:14]([C:15]=1Cl)=[CH:13][CH:12]=[CH:11][C:10]=2[N+:17]([O-])=O)=[O:5])[CH3:2].[NH2:20][C:21]1[CH:26]=[CH:25][CH:24]=[CH:23][C:22]=1[CH2:27][CH2:28][NH2:29], predict the reaction product. The product is: [CH2:1]([O:3][C:4]([C:6]1[CH:7]=[N:8][C:9]2[C:14]([C:15]=1[NH:29][CH2:28][CH2:27][C:22]1[CH:23]=[CH:24][CH:25]=[CH:26][C:21]=1[NH2:20])=[CH:13][CH:12]=[CH:11][C:10]=2[NH2:17])=[O:5])[CH3:2]. (6) Given the reactants [CH2:1]([O:3][C:4]([C:6]1[C:7]([CH3:23])=[C:8]([C:16]([O:18][C:19]([CH3:22])([CH3:21])[CH3:20])=[O:17])[NH:9][C:10]=1[CH2:11][CH2:12][CH2:13][CH2:14]Br)=[O:5])[CH3:2].[CH2:24]([N:26](CC)[CH2:27][CH2:28]N)[CH3:25], predict the reaction product. The product is: [CH2:1]([O:3][C:4]([C:6]1[C:7]([CH3:23])=[C:8]([C:16]([O:18][C:19]([CH3:22])([CH3:21])[CH3:20])=[O:17])[NH:9][C:10]=1[CH2:11][CH2:12][CH2:13][CH2:14][N:26]([CH2:27][CH3:28])[CH2:24][CH3:25])=[O:5])[CH3:2]. (7) The product is: [CH3:1][S:2]([OH:5])(=[O:4])=[O:3].[CH3:1][S:2]([OH:5])(=[O:4])=[O:3].[CH:6]1([NH:9][C:10](=[O:38])[C:11]2[CH:16]=[CH:15][C:14]([CH3:17])=[C:13]([N:18]3[C:27](=[O:28])[C:26]4[C:21](=[CH:22][CH:23]=[C:24]([O:29][CH2:30][CH2:31][N:32]5[CH2:33][CH2:34][CH2:35][CH2:36][CH2:37]5)[CH:25]=4)[N:20]=[CH:19]3)[CH:12]=2)[CH2:7][CH2:8]1. Given the reactants [CH3:1][S:2]([OH:5])(=[O:4])=[O:3].[CH:6]1([NH:9][C:10](=[O:38])[C:11]2[CH:16]=[CH:15][C:14]([CH3:17])=[C:13]([N:18]3[C:27](=[O:28])[C:26]4[C:21](=[CH:22][CH:23]=[C:24]([O:29][CH2:30][CH2:31][N:32]5[CH2:37][CH2:36][CH2:35][CH2:34][CH2:33]5)[CH:25]=4)[N:20]=[CH:19]3)[CH:12]=2)[CH2:8][CH2:7]1, predict the reaction product. (8) The product is: [Cl:16][C:17]1[CH:18]=[C:19]([C@H:20]([N:69]2[C:70](=[O:77])[C:71]3[C:76](=[CH:75][CH:74]=[CH:73][CH:72]=3)[C:68]2=[O:78])[C@H:22]2[CH2:26][CH2:25][CH2:24][N:23]2[C:27]([O:29][C:30]([CH3:33])([CH3:32])[CH3:31])=[O:28])[CH:34]=[CH:35][C:36]=1[Cl:37]. Given the reactants C(OC(N1CCC[C@@H]1C(O)=O)=O)(C)(C)C.[Cl:16][C:17]1[CH:18]=[C:19]([CH:34]=[CH:35][C:36]=1[Cl:37])[C:20]([C@H:22]1[CH2:26][CH2:25][CH2:24][N:23]1[C:27]([O:29][C:30]([CH3:33])([CH3:32])[CH3:31])=[O:28])=O.BrC1C=CC(Cl)=C(Cl)C=1.CB1N2CCC[C@@H]2C(C2C=CC=CC=2)(C2C=CC=CC=2)O1.[C:68]1(=[O:78])[C:76]2[C:71](=[CH:72][CH:73]=[CH:74][CH:75]=2)[C:70](=[O:77])[NH:69]1, predict the reaction product. (9) Given the reactants [NH2:1][C:2]1[N:10]=[CH:9][N:8]=[C:7]2[C:3]=1[N:4]=[CH:5][N:6]2[C@H:11]1[C@@H:15]2[O:16][C:17]([CH3:20])([CH3:19])[O:18][C@@H:14]2[C@@H:13]([CH2:21][NH:22][CH2:23][CH2:24][CH2:25][N:26]2[C:34](=[O:35])[C:33]3[C:28](=[CH:29][CH:30]=[CH:31][CH:32]=3)[C:27]2=[O:36])[O:12]1.[CH:37](=O)[CH3:38].[BH-](OC(C)=O)(OC(C)=O)OC(C)=O.[Na+].C([O-])(O)=O.[Na+], predict the reaction product. The product is: [NH2:1][C:2]1[N:10]=[CH:9][N:8]=[C:7]2[C:3]=1[N:4]=[CH:5][N:6]2[C@H:11]1[C@@H:15]2[O:16][C:17]([CH3:19])([CH3:20])[O:18][C@@H:14]2[C@@H:13]([CH2:21][N:22]([CH2:37][CH3:38])[CH2:23][CH2:24][CH2:25][N:26]2[C:34](=[O:35])[C:33]3[C:28](=[CH:29][CH:30]=[CH:31][CH:32]=3)[C:27]2=[O:36])[O:12]1.